Dataset: Full USPTO retrosynthesis dataset with 1.9M reactions from patents (1976-2016). Task: Predict the reactants needed to synthesize the given product. Given the product [Br:1][C:2]1[CH:3]=[C:4]([N:10]2[CH2:15][CH2:14][O:13][CH2:12][CH2:11]2)[C:5](=[O:8])[NH:6][CH:7]=1, predict the reactants needed to synthesize it. The reactants are: [Br:1][C:2]1[CH:3]=[C:4]([N:10]2[CH2:15][CH2:14][O:13][CH2:12][CH2:11]2)[C:5]([O:8]C)=[N:6][CH:7]=1.Cl.